From a dataset of Catalyst prediction with 721,799 reactions and 888 catalyst types from USPTO. Predict which catalyst facilitates the given reaction. (1) Reactant: [C:1]([C:5]1[CH:9]=[C:8]([NH:10][C:11]([NH:13][C:14]2[C:23]3[C:18](=[CH:19][CH:20]=[CH:21][CH:22]=3)[C:17]([O:24][C:25]3[CH:30]=[CH:29][N:28]=[C:27](Cl)[N:26]=3)=[CH:16][CH:15]=2)=[O:12])[N:7]([C:32]2[CH:37]=[CH:36][C:35]([CH3:38])=[CH:34][CH:33]=2)[N:6]=1)([CH3:4])([CH3:3])[CH3:2].[NH2:39][C:40]1[CH:41]=[C:42]([S:48][CH2:49][CH2:50][OH:51])[CH:43]=[C:44]([O:46][CH3:47])[CH:45]=1.C([O-])(O)=O.[Na+]. Product: [C:1]([C:5]1[CH:9]=[C:8]([NH:10][C:11]([NH:13][C:14]2[C:23]3[C:18](=[CH:19][CH:20]=[CH:21][CH:22]=3)[C:17]([O:24][C:25]3[CH:30]=[CH:29][N:28]=[C:27]([NH:39][C:40]4[CH:45]=[C:44]([O:46][CH3:47])[CH:43]=[C:42]([S:48][CH2:49][CH2:50][OH:51])[CH:41]=4)[N:26]=3)=[CH:16][CH:15]=2)=[O:12])[N:7]([C:32]2[CH:37]=[CH:36][C:35]([CH3:38])=[CH:34][CH:33]=2)[N:6]=1)([CH3:4])([CH3:3])[CH3:2]. The catalyst class is: 3. (2) Product: [C:10]([C:4]1[CH:5]=[C:6]([Cl:9])[C:7]([C:14]#[N:15])=[C:2]([Br:1])[C:3]=1[O:13][CH2:24][CH3:25])(=[O:12])[CH3:11]. Reactant: [Br:1][C:2]1[C:3]([OH:13])=[C:4]([C:10](=[O:12])[CH3:11])[CH:5]=[C:6]([Cl:9])[C:7]=1F.[C-:14]#[N:15].[K+].C(=O)([O-])[O-].[K+].[K+].I[CH2:24][CH3:25]. The catalyst class is: 31. (3) Reactant: [C:1]([O:5][C:6]([C:8]1[CH:41]=[CH:40][CH:39]=[CH:38][C:9]=1[CH2:10][N:11]1[C:15](=[O:16])[C:14]2([CH2:21][CH2:20][N:19](C(OCC3C=CC=CC=3)=O)[CH2:18][CH2:17]2)[N:13]([C:32]2[CH:37]=[CH:36][CH:35]=[CH:34][CH:33]=2)[CH2:12]1)=[O:7])([CH3:4])([CH3:3])[CH3:2]. Product: [O:16]=[C:15]1[C:14]2([CH2:17][CH2:18][NH:19][CH2:20][CH2:21]2)[N:13]([C:32]2[CH:33]=[CH:34][CH:35]=[CH:36][CH:37]=2)[CH2:12][N:11]1[CH2:10][C:9]1[CH:38]=[CH:39][CH:40]=[CH:41][C:8]=1[C:6]([O:5][C:1]([CH3:4])([CH3:2])[CH3:3])=[O:7]. The catalyst class is: 19. (4) Reactant: [NH2:1][C:2]1[C:3]([CH3:13])=[C:4]([CH:9]=[C:10]([Cl:12])[CH:11]=1)[C:5]([O:7][CH3:8])=[O:6].O=[C:15]1[CH2:20][CH2:19][CH:18]([NH:21][C:22](=[O:28])[O:23][C:24]([CH3:27])([CH3:26])[CH3:25])[CH2:17][CH2:16]1.C(O)(=O)C.C(O[BH-](OC(=O)C)OC(=O)C)(=O)C.[Na+]. Product: [C:24]([O:23][C:22]([NH:21][C@H:18]1[CH2:19][CH2:20][C@H:15]([NH:1][C:2]2[C:3]([CH3:13])=[C:4]([CH:9]=[C:10]([Cl:12])[CH:11]=2)[C:5]([O:7][CH3:8])=[O:6])[CH2:16][CH2:17]1)=[O:28])([CH3:27])([CH3:25])[CH3:26]. The catalyst class is: 68. (5) Reactant: Br[C:2]1[CH:7]=[CH:6][CH:5]=[CH:4][C:3]=1[CH2:8][CH2:9][CH2:10][CH2:11][OH:12].[S:13]1[CH:17]=[CH:16][CH:15]=[C:14]1B(O)O.C([O-])(O)=O.[Na+]. Product: [S:13]1[CH:17]=[CH:16][CH:15]=[C:14]1[C:2]1[CH:7]=[CH:6][CH:5]=[CH:4][C:3]=1[CH2:8][CH2:9][CH2:10][CH2:11][OH:12]. The catalyst class is: 659. (6) Reactant: [NH2:1][C:2]1[N:10]=[CH:9][N:8]=[C:7]2[C:3]=1[N:4]=[CH:5][N:6]2[C@H:11]1[C@H:15]([OH:16])[C@H:14]([O:17]CC2C=CC=CC=2)[C@:13]([CH2:27][O:28]CC2C=CC=CC=2)([CH:25]=[CH2:26])[O:12]1.B(Cl)(Cl)Cl. Product: [NH2:1][C:2]1[N:10]=[CH:9][N:8]=[C:7]2[C:3]=1[N:4]=[CH:5][N:6]2[C@@H:11]1[O:12][C@@:13]([CH2:27][OH:28])([CH:25]=[CH2:26])[C@@H:14]([OH:17])[C@H:15]1[OH:16]. The catalyst class is: 4. (7) Reactant: [F:1][C:2]1[CH:3]=[C:4]([NH:9][C:10]2[C:15]([F:16])=[CH:14][N:13]=[C:12]([NH:17][C:18]3[CH:19]=[CH:20][C:21]4[O:25][CH:24]([C:26]([O:28]C)=O)[CH2:23][C:22]=4[CH:30]=3)[N:11]=2)[CH:5]=[CH:6][C:7]=1[F:8].Cl.CN.[CH:34]([N:37](C(C)C)CC)(C)C. Product: [F:1][C:2]1[CH:3]=[C:4]([NH:9][C:10]2[C:15]([F:16])=[CH:14][N:13]=[C:12]([NH:17][C:18]3[CH:19]=[CH:20][C:21]4[O:25][CH:24]([C:26]([NH:37][CH3:34])=[O:28])[CH2:23][C:22]=4[CH:30]=3)[N:11]=2)[CH:5]=[CH:6][C:7]=1[F:8]. The catalyst class is: 24. (8) Reactant: [CH3:1][C:2]1[N:3]=[CH:4][N:5]([C:7]2[CH:14]=[CH:13][C:12]([C:15]([F:18])([F:17])[F:16])=[CH:11][C:8]=2[C:9]#[N:10])[CH:6]=1.[CH3:19][N+:20]([CH3:22])=[CH2:21].[I-]. Product: [CH3:19][N:20]([CH2:22][C:6]1[N:5]([C:7]2[CH:14]=[CH:13][C:12]([C:15]([F:18])([F:16])[F:17])=[CH:11][C:8]=2[C:9]#[N:10])[CH:4]=[N:3][C:2]=1[CH3:1])[CH3:21]. The catalyst class is: 3.